From a dataset of Catalyst prediction with 721,799 reactions and 888 catalyst types from USPTO. Predict which catalyst facilitates the given reaction. Reactant: [C:1]1([NH2:11])[C:10]2[C:5](=[CH:6][CH:7]=[CH:8][CH:9]=2)[CH:4]=[CH:3][CH:2]=1.[CH:12](OCC)=[O:13].[Li+].C[Si]([N-][Si](C)(C)C)(C)C. Product: [C:1]1([NH:11][CH:12]=[O:13])[C:10]2[C:5](=[CH:6][CH:7]=[CH:8][CH:9]=2)[CH:4]=[CH:3][CH:2]=1. The catalyst class is: 1.